From a dataset of Experimentally validated miRNA-target interactions with 360,000+ pairs, plus equal number of negative samples. Binary Classification. Given a miRNA mature sequence and a target amino acid sequence, predict their likelihood of interaction. (1) The miRNA is hsa-miR-25-3p with sequence CAUUGCACUUGUCUCGGUCUGA. The protein sequence of the target gene is MRRAELAGLKTMAWVPAESAVEELMPRLLPVEPCDLTEGFDPSVPPRTPQEYLRRVQIEAAQCPDVVVAQIDPKKLKRKQSVNISLSGCQPAPEGYSPTLQWQQQQVAQFSTVRQNVNKHRSHWKSQQLDSNVTMPKSEDEEGWKKFCLGEKLCADGAVGPATNESPGIDYVQIGFPPLLSIVSRMNQATVTSVLEYLSNWFGERDFTPELGRWLYALLACLEKPLLPEAHSLIRQLARRCSEVRLLVDSKDDERVPALNLLICLVSRYFDQRDLADEPS. Result: 1 (interaction). (2) The miRNA is mmu-miR-329-3p with sequence AACACACCCAGCUAACCUUUUU. The protein sequence of the target gene is MPRDGTNEQRFLELPSPMSFILNILRNVLEYFGVPVDQDLLICQNKNCGSARSIVRIIGRRLPLKPCRRPHFELIPHVNSTESDDYELRVPSFADVLCVANDEEASCLRFRHSLWQKKEERKIAPFYPSKLTWDPSSPGLRQNKTETDDLPVNEAAIKKIAALEDELTFLRSQIAAIVAMQDLRESRETGFIDLSDEQVPPSSATTGLSVEPDHAPSVVLPPPPPPPPPPQFSLQPPSSLPMQPGSANTHDIDSLATEMERQLSGVKKTDDSHHSKSQRLRDVPNMLDVLKDVNKVRLRP.... Result: 1 (interaction). (3) The protein sequence of the target gene is MYFLSGWPKRLLCPLGSPAEAPFHVQSDPQRAFFAVLAAARLSIWYSRPSVLIVTYKEPAKSSTQFGSYKQAEWRPDSTMIAVSTANGYILFFHITSTRGDKYLYEPVYPKGSPQMKGTPHFKEEQCAPALNLEMRKILDLQAPIMSLQSVLEDLLVATSDGLLHLIHWEGMTNGRKAINLCTVPFSVDLQSSRVGSFLGFTDVHIRDMEYCATLDGFAVVFNDGKVGFITPVSSRFTAEQLHGVWPQDVVDGTCVAVNNKYRLMAFGCVSGSVQVYTIDNSTGAMLLSHKLELTAKQYP.... The miRNA is hsa-miR-4720-5p with sequence CCUGGCAUAUUUGGUAUAACUU. Result: 0 (no interaction).